The task is: Regression. Given a peptide amino acid sequence and an MHC pseudo amino acid sequence, predict their binding affinity value. This is MHC class I binding data.. This data is from Peptide-MHC class I binding affinity with 185,985 pairs from IEDB/IMGT. (1) The peptide sequence is KSLFNTVAVLY. The MHC is HLA-B15:17 with pseudo-sequence HLA-B15:17. The binding affinity (normalized) is 0.490. (2) The peptide sequence is FLQGAKWYL. The MHC is HLA-A02:06 with pseudo-sequence HLA-A02:06. The binding affinity (normalized) is 1.00. (3) The peptide sequence is LPLNRAYPL. The MHC is HLA-B51:01 with pseudo-sequence HLA-B51:01. The binding affinity (normalized) is 0.274. (4) The peptide sequence is IFLKPEETF. The MHC is HLA-A26:01 with pseudo-sequence HLA-A26:01. The binding affinity (normalized) is 0.0847.